This data is from Reaction yield outcomes from USPTO patents with 853,638 reactions. The task is: Predict the reaction yield, written as a fraction of the theoretical maximum amount of product (1.0 means a 100% yield; for example, 0.34 means a 34% yield). (1) The reactants are Br[C:2]1[CH:3]=[C:4]([C:16]([O:18][CH3:19])=[O:17])[CH:5]=[C:6]2[C:11]=1[O:10][C:9]([S:12][CH2:13][CH3:14])=[CH:8][C:7]2=[O:15].[F:20][C:21]1[CH:22]=[C:23]([CH:25]=[C:26]([F:28])[CH:27]=1)[NH2:24].[CH3:29][C:30](N(C)C)=O. The catalyst is O.C(OCC)(=O)C. The product is [F:20][C:21]1[CH:22]=[C:23]([NH:24][CH:29]([C:2]2[CH:3]=[C:4]([C:16]([O:18][CH3:19])=[O:17])[CH:5]=[C:6]3[C:11]=2[O:10][C:9]([S:12][CH2:13][CH3:14])=[CH:8][C:7]3=[O:15])[CH3:30])[CH:25]=[C:26]([F:28])[CH:27]=1. The yield is 0.570. (2) The reactants are [C:1]([O:7][CH2:8][N:9]1[C:13]2[N:14]=[N:15][CH:16]=[C:17]([C:18]3[CH:19]=[N:20][NH:21][CH:22]=3)[C:12]=2[CH:11]=[CH:10]1)(=[O:6])[C:2]([CH3:5])([CH3:4])[CH3:3].[CH2:23]1[CH2:33][CH2:32][N:31]2[C:26](=NCCC2)[CH2:25][CH2:24]1.[C:34](#N)C. No catalyst specified. The product is [C:1]([O:7][CH2:8][N:9]1[C:13]2[N:14]=[N:15][CH:16]=[C:17]([C:18]3[CH:19]=[N:20][N:21]([CH:23]([CH2:24][CH:25]4[CH2:26][CH2:34]4)[CH2:33][C:32]#[N:31])[CH:22]=3)[C:12]=2[CH:11]=[CH:10]1)(=[O:6])[C:2]([CH3:5])([CH3:4])[CH3:3]. The yield is 0.780. (3) The reactants are Cl[C:2]1[CH:10]=[CH:9][C:5]([C:6]([NH2:8])=[O:7])=[CH:4][N:3]=1.[OH:11][C:12]1[CH:19]=[CH:18][C:15]([CH:16]=[O:17])=[CH:14][CH:13]=1.C(=O)([O-])[O-].[K+].[K+].CN(C)C=O. The catalyst is O. The product is [CH:16]([C:15]1[CH:18]=[CH:19][C:12]([O:11][C:2]2[CH:10]=[CH:9][C:5]([C:6]([NH2:8])=[O:7])=[CH:4][N:3]=2)=[CH:13][CH:14]=1)=[O:17]. The yield is 0.460.